The task is: Predict the reactants needed to synthesize the given product.. This data is from Full USPTO retrosynthesis dataset with 1.9M reactions from patents (1976-2016). Given the product [F:35][C:32]1([F:34])[O:31][C:30]2[CH:36]=[CH:37][C:27]([NH:26][C:21]([C:19]3[N:20]=[C:16]([CH2:15][O:14][C:13]4[CH:12]=[CH:11][C:10]([CH2:9][CH2:8][CH2:7][CH2:6][N:1]5[CH:5]=[CH:4][N:3]=[N:2]5)=[CH:25][CH:24]=4)[O:17][CH:18]=3)=[O:23])=[CH:28][C:29]=2[O:33]1, predict the reactants needed to synthesize it. The reactants are: [N:1]1([CH2:6][CH2:7][CH2:8][CH2:9][C:10]2[CH:25]=[CH:24][C:13]([O:14][CH2:15][C:16]3[O:17][CH:18]=[C:19]([C:21]([OH:23])=O)[N:20]=3)=[CH:12][CH:11]=2)[CH:5]=[CH:4][N:3]=[N:2]1.[NH2:26][C:27]1[CH:37]=[CH:36][C:30]2[O:31][C:32]([F:35])([F:34])[O:33][C:29]=2[CH:28]=1.